The task is: Predict the reactants needed to synthesize the given product.. This data is from Full USPTO retrosynthesis dataset with 1.9M reactions from patents (1976-2016). Given the product [Cl:1][C:2]1[N:7]=[C:6]([C:8]2[CH:13]=[CH:12][N:11]=[C:10]([C:14]3[NH:39][N:38]=[N:37][N:15]=3)[CH:9]=2)[N:5]=[C:4]([NH:16][S:17](=[O:26])(=[O:27])[NH:18][CH2:19][C:20]2[CH:21]=[CH:22][CH:23]=[CH:24][CH:25]=2)[C:3]=1[O:28][C:29]1[CH:34]=[CH:33][CH:32]=[CH:31][C:30]=1[O:35][CH3:36], predict the reactants needed to synthesize it. The reactants are: [Cl:1][C:2]1[N:7]=[C:6]([C:8]2[CH:13]=[CH:12][N:11]=[C:10]([C:14]#[N:15])[CH:9]=2)[N:5]=[C:4]([NH:16][S:17](=[O:27])(=[O:26])[NH:18][CH2:19][C:20]2[CH:25]=[CH:24][CH:23]=[CH:22][CH:21]=2)[C:3]=1[O:28][C:29]1[CH:34]=[CH:33][CH:32]=[CH:31][C:30]=1[O:35][CH3:36].[N-:37]=[N+:38]=[N-:39].[Na+].[Cl-].[NH4+].